Dataset: Peptide-MHC class II binding affinity with 134,281 pairs from IEDB. Task: Regression. Given a peptide amino acid sequence and an MHC pseudo amino acid sequence, predict their binding affinity value. This is MHC class II binding data. The peptide sequence is LNFTGPCKGDSVTIK. The MHC is DRB1_1302 with pseudo-sequence DRB1_1302. The binding affinity (normalized) is 0.162.